This data is from Reaction yield outcomes from USPTO patents with 853,638 reactions. The task is: Predict the reaction yield, written as a fraction of the theoretical maximum amount of product (1.0 means a 100% yield; for example, 0.34 means a 34% yield). (1) The reactants are [N+:1]([C:4]1[CH:5]=[C:6]([CH:9]=[CH:10][CH:11]=1)[CH2:7]Cl)([O-:3])=[O:2].[CH3:12][S:13]([O-:15])=[O:14].[Na+]. The catalyst is CN(C=O)C. The product is [CH3:12][S:13]([CH2:7][C:6]1[CH:9]=[CH:10][CH:11]=[C:4]([N+:1]([O-:3])=[O:2])[CH:5]=1)(=[O:15])=[O:14]. The yield is 0.840. (2) The reactants are [Br:1][C:2]1[CH:3]=[C:4]([OH:10])[C:5]([I:9])=[N:6][C:7]=1[Cl:8].O[CH2:12][C@@H:13]1[CH2:18][CH2:17][CH2:16][N:15]([C:19]([O:21][C:22]([CH3:25])([CH3:24])[CH3:23])=[O:20])[CH2:14]1.C1(P(C2C=CC=CC=2)C2C=CC=CC=2)C=CC=CC=1.N(C(OC(C)C)=O)=NC(OC(C)C)=O. The catalyst is C1(C)C=CC=CC=1. The product is [Br:1][C:2]1[CH:3]=[C:4]([O:10][CH2:12][C@@H:13]2[CH2:18][CH2:17][CH2:16][N:15]([C:19]([O:21][C:22]([CH3:23])([CH3:25])[CH3:24])=[O:20])[CH2:14]2)[C:5]([I:9])=[N:6][C:7]=1[Cl:8]. The yield is 0.960. (3) The reactants are [Br:1][C:2]1[CH:7]=[CH:6][C:5]([C:8](=O)[CH2:9][S:10][C:11]#[N:12])=[CH:4][CH:3]=1.[OH-].[Na+].[BrH:16]. The catalyst is C(O)(=O)C. The product is [Br:16][C:11]1[S:10][CH:9]=[C:8]([C:5]2[CH:6]=[CH:7][C:2]([Br:1])=[CH:3][CH:4]=2)[N:12]=1. The yield is 0.840. (4) The reactants are Br[CH2:2][C:3](=O)[CH2:4][CH:5]1[CH2:10][CH2:9][CH2:8][CH2:7][CH2:6]1.[NH2:12][C:13]([NH2:15])=[S:14]. The catalyst is CCO. The product is [CH:5]1([CH2:4][C:3]2[N:12]=[C:13]([NH2:15])[S:14][CH:2]=2)[CH2:10][CH2:9][CH2:8][CH2:7][CH2:6]1. The yield is 0.440. (5) The reactants are [Cl:1][C:2]1[CH:3]=[C:4]([Mg]Br)[CH:5]=[CH:6][C:7]=1[F:8].[Si:11]([O:18][CH2:19][C:20](N(OC)C)=[O:21])([C:14]([CH3:17])([CH3:16])[CH3:15])([CH3:13])[CH3:12]. The catalyst is C1COCC1.CCCCCC. The product is [Si:11]([O:18][CH2:19][C:20]([C:4]1[CH:5]=[CH:6][C:7]([F:8])=[C:2]([Cl:1])[CH:3]=1)=[O:21])([C:14]([CH3:17])([CH3:16])[CH3:15])([CH3:13])[CH3:12]. The yield is 0.879. (6) The reactants are [CH3:1][C:2]1([CH3:31])[NH:7][C:6](=[O:8])[C:5]2[S:9][C:10]([N:12]3[C:17]4[CH:18]=[C:19](B5OC(C)(C)C(C)(C)O5)[CH:20]=[CH:21][C:16]=4[O:15][CH2:14][CH2:13]3)=[N:11][C:4]=2[CH2:3]1.P([O-])([O-])([O-])=O.[K+].[K+].[K+].Br[C:41]1[CH:42]=[N:43][C:44]([C:47]([OH:49])=[O:48])=[N:45][CH:46]=1. The catalyst is C1COCC1.O.[Br-].C([N+](CCCC)(CCCC)CCCC)CCC.C1C=CC([P]([Pd]([P](C2C=CC=CC=2)(C2C=CC=CC=2)C2C=CC=CC=2)([P](C2C=CC=CC=2)(C2C=CC=CC=2)C2C=CC=CC=2)[P](C2C=CC=CC=2)(C2C=CC=CC=2)C2C=CC=CC=2)(C2C=CC=CC=2)C2C=CC=CC=2)=CC=1. The product is [CH3:31][C:2]1([CH3:1])[NH:7][C:6](=[O:8])[C:5]2[S:9][C:10]([N:12]3[C:17]4[CH:18]=[C:19]([C:41]5[CH:42]=[N:43][C:44]([C:47]([OH:49])=[O:48])=[N:45][CH:46]=5)[CH:20]=[CH:21][C:16]=4[O:15][CH2:14][CH2:13]3)=[N:11][C:4]=2[CH2:3]1. The yield is 0.160. (7) The reactants are C[O:2][C:3](=[O:22])[CH:4]([C:11]1[CH:16]=[CH:15][C:14]([S:17]([CH3:20])(=[O:19])=[O:18])=[C:13]([Br:21])[CH:12]=1)[CH2:5][CH:6]1[CH2:10][CH2:9][CH2:8][CH2:7]1.[OH-].[Na+]. The catalyst is CO. The product is [Br:21][C:13]1[CH:12]=[C:11]([CH:4]([CH2:5][CH:6]2[CH2:10][CH2:9][CH2:8][CH2:7]2)[C:3]([OH:22])=[O:2])[CH:16]=[CH:15][C:14]=1[S:17]([CH3:20])(=[O:19])=[O:18]. The yield is 0.890. (8) The catalyst is CN(C=O)C.C(Cl)Cl. The reactants are [NH4+:1].[OH-:2].[C:3]([O:7][C:8]([NH:10][C@H:11](C(O)=O)[CH2:12][CH2:13][C:14]1C=CC=CC=1)=[O:9])([CH3:6])([CH3:5])[CH3:4].C(Cl)CCl.[CH:27]1[CH:28]=[CH:29][C:30]2N(O)N=N[C:31]=2[CH:32]=1. The yield is 0.780. The product is [C:3]([O:7][C:8]([NH:10][C:11](=[O:2])[C@H:12]([CH2:13][CH2:14][C:31]1[CH:30]=[CH:29][CH:28]=[CH:27][CH:32]=1)[NH2:1])=[O:9])([CH3:6])([CH3:5])[CH3:4]. (9) The reactants are [C:1]([C:3]([OH:5])=[O:4])#N.[C:6]([CH2:8][CH2:9][C:10]1C=C[C:13](C(O)=O)=[CH:12][CH:11]=1)#[N:7].BrCCCCCCCC(O)=O.[C-]#N.[Na+].Cl.C#N. The catalyst is CO.O.CCOC(C)=O. The product is [C:6]([CH2:8][CH2:9][CH2:10][CH2:11][CH2:12][CH2:13][CH2:1][C:3]([OH:5])=[O:4])#[N:7]. The yield is 0.740.